Task: Predict the product of the given reaction.. Dataset: Forward reaction prediction with 1.9M reactions from USPTO patents (1976-2016) (1) Given the reactants [CH2:1]([O:8][CH2:9][CH2:10][OH:11])[C:2]1[CH:7]=[CH:6][CH:5]=[CH:4][CH:3]=1.[CH3:12][C:13]([O-])(C)C.[K+].Br[CH2:19][C:20]([O:22][C:23]([CH3:26])(C)C)=[O:21], predict the reaction product. The product is: [CH2:23]([O:22][C:20](=[O:21])[CH2:19][O:11][CH2:10][CH2:9][O:8][CH2:1][C:2]1[CH:7]=[CH:6][CH:5]=[CH:4][CH:3]=1)[CH2:26][CH2:12][CH3:13]. (2) Given the reactants [Cl:1][C:2]1[CH:7]=[C:6]([N:8]2[CH2:12][CH2:11][CH2:10][CH2:9]2)[N:5]=[C:4]([CH2:13][OH:14])[N:3]=1.Cl[C:16]1[C:25]([CH3:26])=[N:24][C:23]2[C:18](=[CH:19][CH:20]=[CH:21][CH:22]=2)[N:17]=1.[H-].[Na+].O, predict the reaction product. The product is: [Cl:1][C:2]1[CH:7]=[C:6]([N:8]2[CH2:12][CH2:11][CH2:10][CH2:9]2)[N:5]=[C:4]([CH2:13][O:14][C:16]2[C:25]([CH3:26])=[N:24][C:23]3[C:18](=[CH:19][CH:20]=[CH:21][CH:22]=3)[N:17]=2)[N:3]=1. (3) Given the reactants [Cl:1][C:2]1[CH:3]=[CH:4][C:5]([O:10][CH2:11][C:12]2[CH:17]=[CH:16][CH:15]=[CH:14][CH:13]=2)=[C:6]([CH2:8]O)[CH:7]=1.P(Br)(Br)[Br:19], predict the reaction product. The product is: [C:12]1([CH2:11][O:10][C:5]2[CH:4]=[CH:3][C:2]([Cl:1])=[CH:7][C:6]=2[CH2:8][Br:19])[CH:17]=[CH:16][CH:15]=[CH:14][CH:13]=1.